From a dataset of Reaction yield outcomes from USPTO patents with 853,638 reactions. Predict the reaction yield, written as a fraction of the theoretical maximum amount of product (1.0 means a 100% yield; for example, 0.34 means a 34% yield). (1) The product is [CH3:10][C:2]1([CH3:1])[C:5](=[O:6])[CH2:4][CH:3]1[NH:13][C:16](=[O:25])[O:39][C:35]([CH3:38])([CH3:37])[CH3:36]. The yield is 0.160. The catalyst is C1(C)C=CC=CC=1.C(OCC)(=O)C. The reactants are [CH3:1][C:2]1([CH3:10])[C:5](=[O:6])[CH2:4][CH:3]1C(O)=O.C([N:13]([CH2:16]C)CC)C.C1(P(N=[N+]=[N-])(C2C=CC=CC=2)=[O:25])C=CC=CC=1.[C:35]([OH:39])([CH3:38])([CH3:37])[CH3:36].C(=O)(O)[O-].[Na+]. (2) The reactants are [Si]([O:8][CH2:9][C:10]1[C:11]([C:16](=O)/[CH:17]=[CH:18]/[N:19](C)C)=[N:12][CH:13]=[CH:14][CH:15]=1)(C(C)(C)C)(C)C.Cl.[CH:24]([NH:27][NH2:28])([CH3:26])[CH3:25].Cl.[CH3:30][CH2:31][OH:32]. No catalyst specified. The product is [CH:24]([N:27]1[C:16]([C:11]2[C:10]([CH2:9][OH:8])=[CH:15][CH:14]=[CH:13][N:12]=2)=[CH:17][CH:18]=[N:19]1)([CH3:26])[CH3:25].[CH:24]([N:27]1[CH:14]=[CH:15][C:10]([C:11]2[CH:16]=[CH:17][C:30]([CH2:31][OH:32])=[CH:13][N:12]=2)=[N:28]1)([CH3:26])[CH3:25]. The yield is 0.710.